Task: Regression. Given a peptide amino acid sequence and an MHC pseudo amino acid sequence, predict their binding affinity value. This is MHC class II binding data.. Dataset: Peptide-MHC class II binding affinity with 134,281 pairs from IEDB (1) The peptide sequence is LNKIVRMYSPVSILDI. The MHC is DRB1_0802 with pseudo-sequence DRB1_0802. The binding affinity (normalized) is 0.896. (2) The peptide sequence is DIVEVDRDTARRHLA. The MHC is HLA-DQA10601-DQB10402 with pseudo-sequence HLA-DQA10601-DQB10402. The binding affinity (normalized) is 0.303.